Dataset: Peptide-MHC class II binding affinity with 134,281 pairs from IEDB. Task: Regression. Given a peptide amino acid sequence and an MHC pseudo amino acid sequence, predict their binding affinity value. This is MHC class II binding data. (1) The peptide sequence is YDSNIMNSINNVMDE. The MHC is HLA-DPA10201-DPB10101 with pseudo-sequence HLA-DPA10201-DPB10101. The binding affinity (normalized) is 0.734. (2) The peptide sequence is ELFVAAYVPYVAWLV. The MHC is DRB1_0404 with pseudo-sequence DRB1_0404. The binding affinity (normalized) is 0.644. (3) The peptide sequence is ISAYTPWAILPSVVGFWI. The MHC is DRB1_0301 with pseudo-sequence DRB1_0301. The binding affinity (normalized) is 0. (4) The peptide sequence is VEFEPPHAATIRVLA. The binding affinity (normalized) is 0.574. The MHC is DRB1_0404 with pseudo-sequence DRB1_0404. (5) The peptide sequence is DMRLLSLAVSSAVPT. The MHC is DRB3_0202 with pseudo-sequence DRB3_0202. The binding affinity (normalized) is 0.797. (6) The peptide sequence is EMETESWIVDRQWAQ. The MHC is DRB1_0901 with pseudo-sequence DRB1_0901. The binding affinity (normalized) is 0.128. (7) The peptide sequence is SQPATGAATVAAGAA. The MHC is DRB1_1602 with pseudo-sequence DRB1_1602. The binding affinity (normalized) is 0.0477.